Dataset: Reaction yield outcomes from USPTO patents with 853,638 reactions. Task: Predict the reaction yield, written as a fraction of the theoretical maximum amount of product (1.0 means a 100% yield; for example, 0.34 means a 34% yield). The reactants are [CH:1]([C:3]1[CH:26]=[C:25]([O:27][CH3:28])[CH:24]=[CH:23][C:4]=1[O:5][CH2:6][C:7]1[CH:15]=[CH:14][CH:13]=[C:12]2[C:8]=1[CH:9]=[N:10][N:11]2C(OC(C)(C)C)=O)=[O:2].C(O)(C(F)(F)F)=O. The catalyst is C(Cl)Cl. The product is [NH:11]1[C:12]2[C:8](=[C:7]([CH2:6][O:5][C:4]3[CH:23]=[CH:24][C:25]([O:27][CH3:28])=[CH:26][C:3]=3[CH:1]=[O:2])[CH:15]=[CH:14][CH:13]=2)[CH:9]=[N:10]1. The yield is 0.770.